The task is: Regression. Given a peptide amino acid sequence and an MHC pseudo amino acid sequence, predict their binding affinity value. This is MHC class I binding data.. This data is from Peptide-MHC class I binding affinity with 185,985 pairs from IEDB/IMGT. The peptide sequence is VLLGRLNKC. The MHC is HLA-B40:01 with pseudo-sequence HLA-B40:01. The binding affinity (normalized) is 0.0847.